From a dataset of Full USPTO retrosynthesis dataset with 1.9M reactions from patents (1976-2016). Predict the reactants needed to synthesize the given product. (1) The reactants are: [CH:1]1([C:7]2[C:11]([CH2:12][CH2:13][CH2:14][OH:15])=[CH:10][N:9]([C:16]3[CH:21]=[CH:20][C:19]([C:22]([F:25])([F:24])[F:23])=[CH:18][N:17]=3)[N:8]=2)[CH2:6][CH2:5][CH2:4][CH2:3][CH2:2]1.O[C:27]1[CH:28]=[C:29]([CH2:35][C:36]([O:38]CC)=[O:37])[CH:30]=[CH:31][C:32]=1[O:33][CH3:34].C(P(CCCC)CCCC)CCC.N(C(N1CCCCC1)=O)=NC(N1CCCCC1)=O. Given the product [CH:1]1([C:7]2[C:11]([CH2:12][CH2:13][CH2:14][O:15][C:31]3[CH:30]=[C:29]([CH2:35][C:36]([OH:38])=[O:37])[CH:28]=[CH:27][C:32]=3[O:33][CH3:34])=[CH:10][N:9]([C:16]3[CH:21]=[CH:20][C:19]([C:22]([F:23])([F:24])[F:25])=[CH:18][N:17]=3)[N:8]=2)[CH2:6][CH2:5][CH2:4][CH2:3][CH2:2]1, predict the reactants needed to synthesize it. (2) Given the product [NH2:17][C:13]1[N:12]=[C:11]([N:7]2[C:8]3[C:4](=[CH:3][C:2]([C:11]([NH:7][CH2:6][CH2:5][C:4]4[CH:8]=[CH:9][CH:10]=[CH:2][CH:3]=4)=[O:18])=[CH:10][CH:9]=3)[CH:5]=[CH:6]2)[CH:16]=[CH:15][N:14]=1, predict the reactants needed to synthesize it. The reactants are: Br[C:2]1[CH:3]=[C:4]2[C:8](=[CH:9][CH:10]=1)[N:7]([C:11]1[CH:16]=[CH:15][N:14]=[C:13]([NH2:17])[N:12]=1)[CH:6]=[CH:5]2.[OH2:18]. (3) Given the product [Cl:1][C:2]1[CH:3]=[CH:4][C:5]([O:23][CH2:32][CH2:31][O:24][C:25]2[CH:30]=[CH:29][CH:28]=[CH:27][CH:26]=2)=[C:6]([CH:22]=1)[C:7]([NH:9][C@H:10]([C:12]1[CH:21]=[CH:20][C:15]([C:16]([O:18][CH3:19])=[O:17])=[CH:14][CH:13]=1)[CH3:11])=[O:8], predict the reactants needed to synthesize it. The reactants are: [Cl:1][C:2]1[CH:3]=[CH:4][C:5]([OH:23])=[C:6]([CH:22]=1)[C:7]([NH:9][C@H:10]([C:12]1[CH:21]=[CH:20][C:15]([C:16]([O:18][CH3:19])=[O:17])=[CH:14][CH:13]=1)[CH3:11])=[O:8].[O:24]([CH2:31][CH2:32]O)[C:25]1[CH:30]=[CH:29][CH:28]=[CH:27][CH:26]=1.